This data is from Full USPTO retrosynthesis dataset with 1.9M reactions from patents (1976-2016). The task is: Predict the reactants needed to synthesize the given product. (1) Given the product [CH3:24][C:25]([O:28][C:29]([N:18]([CH2:2][C:3]1[C:12]2[C:7](=[CH:8][CH:9]=[CH:10][CH:11]=2)[C:6]([C:13]([O:15][CH3:16])=[O:14])=[CH:5][CH:4]=1)[CH3:17])=[O:31])([CH3:27])[CH3:26], predict the reactants needed to synthesize it. The reactants are: Br[CH2:2][C:3]1[C:12]2[C:7](=[CH:8][CH:9]=[CH:10][CH:11]=2)[C:6]([C:13]([O:15][CH3:16])=[O:14])=[CH:5][CH:4]=1.[CH3:17][NH2:18].C([O-])(O)=O.[Na+].[CH3:24][C:25]([O:28][C:29]([O:31]C(OC(C)(C)C)=O)=O)([CH3:27])[CH3:26]. (2) Given the product [CH:36]1([CH2:39][N:34]2[CH:35]=[C:31]([C:9]3[C:8]4[C:3]([O:2][CH3:1])=[N:4][CH:5]=[CH:6][C:7]=4[NH:11][N:10]=3)[CH:32]=[N:33]2)[CH2:38][CH2:37]1, predict the reactants needed to synthesize it. The reactants are: [CH3:1][O:2][C:3]1[C:8]2[C:9]([C:31]3[CH:32]=[N:33][NH:34][CH:35]=3)=[N:10][N:11](C(C3C=CC=CC=3)(C3C=CC=CC=3)C3C=CC=CC=3)[C:7]=2[CH:6]=[CH:5][N:4]=1.[CH:36]1([CH2:39]Br)[CH2:38][CH2:37]1. (3) Given the product [C:9]1([C:2]2[CH:7]=[CH:6][C:5]([Br:8])=[CH:4][N:3]=2)[CH:14]=[CH:13][CH:12]=[CH:11][CH:10]=1, predict the reactants needed to synthesize it. The reactants are: Br[C:2]1[CH:7]=[CH:6][C:5]([Br:8])=[CH:4][N:3]=1.[C:9]1(B(O)O)[CH:14]=[CH:13][CH:12]=[CH:11][CH:10]=1.C(=O)([O-])[O-].[K+].[K+]. (4) Given the product [NH2:19][C:17]1[N:16]=[CH:15][N:14]=[C:13]2[N:12]([CH2:20][CH2:21][NH:22][C:23]3[CH:28]=[CH:27][CH:26]=[CH:25][CH:24]=3)[N:11]=[C:10]([C:4]3[CH:5]=[C:6]([OH:8])[CH:7]=[C:2]([F:1])[CH:3]=3)[C:18]=12, predict the reactants needed to synthesize it. The reactants are: [F:1][C:2]1[CH:3]=[C:4]([C:10]2[C:18]3[C:13](=[N:14][CH:15]=[N:16][C:17]=3[NH2:19])[N:12]([CH2:20][CH2:21][NH:22][C:23]3[CH:28]=[CH:27][CH:26]=[CH:25][CH:24]=3)[N:11]=2)[CH:5]=[C:6]([O:8]C)[CH:7]=1.B(Br)(Br)Br.C(=O)(O)[O-].[Na+]. (5) Given the product [Cl:8][C:9]1[CH:14]=[C:13]([N:5]2[CH2:6][CH2:7][N:2]([CH3:1])[CH2:3][CH2:4]2)[C:12]([N+:16]([O-:18])=[O:17])=[CH:11][N:10]=1, predict the reactants needed to synthesize it. The reactants are: [CH3:1][N:2]1[CH2:7][CH2:6][NH:5][CH2:4][CH2:3]1.[Cl:8][C:9]1[CH:14]=[C:13](Cl)[C:12]([N+:16]([O-:18])=[O:17])=[CH:11][N:10]=1.CCN(C(C)C)C(C)C.